From a dataset of Reaction yield outcomes from USPTO patents with 853,638 reactions. Predict the reaction yield, written as a fraction of the theoretical maximum amount of product (1.0 means a 100% yield; for example, 0.34 means a 34% yield). (1) The reactants are [CH3:1][S:2](OCCCCC1C=CC(OCCCN2CCCCCC2)=CC=1)(=[O:4])=[O:3].[N:27]1([CH2:34][CH2:35][CH2:36][O:37][C:38]2[CH:43]=[CH:42][C:41]([CH2:44][CH2:45][OH:46])=[CH:40][CH:39]=2)[CH2:33][CH2:32][CH2:31][CH2:30][CH2:29][CH2:28]1. No catalyst specified. The product is [CH3:1][S:2]([O:46][CH2:45][CH2:44][C:41]1[CH:40]=[CH:39][C:38]([O:37][CH2:36][CH2:35][CH2:34][N:27]2[CH2:33][CH2:32][CH2:31][CH2:30][CH2:29][CH2:28]2)=[CH:43][CH:42]=1)(=[O:4])=[O:3]. The yield is 1.00. (2) The reactants are [CH3:1][OH:2].[H-].[Na+].[F:5][C:6]1[CH:14]=[C:13]([N+:15]([O-:17])=[O:16])[C:12](F)=[CH:11][C:7]=1[C:8]([NH2:10])=[O:9]. The catalyst is C1COCC1.O.C(Cl)Cl. The product is [F:5][C:6]1[CH:14]=[C:13]([N+:15]([O-:17])=[O:16])[C:12]([O:2][CH3:1])=[CH:11][C:7]=1[C:8]([NH2:10])=[O:9]. The yield is 0.690. (3) The reactants are [CH3:1][CH:2]([CH3:38])[C@H:3]([N:8]1[CH2:16][C:15]2[C:10](=[CH:11][C:12]([C:17]3[CH:22]=[CH:21][C:20]([NH:23][C:24](C4SC(C5C=CC=CC=5)=CN=4)=[O:25])=[CH:19][CH:18]=3)=[CH:13][CH:14]=2)[C:9]1=[O:37])[C:4]([O:6][CH3:7])=[O:5].NC1C=CC(C2C=C3C(CN([C@@H](C(C)C)C(OC)=O)C3=O)=CC=2)=CC=1.[C:64]([C:66]([C:69]1[CH:78]=[CH:77][C:72](C(OC)=O)=[CH:71][CH:70]=1)([CH3:68])[CH3:67])#[N:65]. No catalyst specified. The product is [C:64]([C:66]([C:69]1[CH:78]=[CH:77][C:72]([C:24]([NH:23][C:20]2[CH:19]=[CH:18][C:17]([C:12]3[CH:11]=[C:10]4[C:15]([CH2:16][N:8]([C@@H:3]([CH:2]([CH3:1])[CH3:38])[C:4]([O:6][CH3:7])=[O:5])[C:9]4=[O:37])=[CH:14][CH:13]=3)=[CH:22][CH:21]=2)=[O:25])=[CH:71][CH:70]=1)([CH3:68])[CH3:67])#[N:65]. The yield is 0.580. (4) The reactants are [C:1]([C:3]1[CH:8]=[CH:7][CH:6]=[CH:5][C:4]=1[CH:9]1[CH2:14][CH2:13][CH2:12][N:11](C(OC(C)(C)C)=O)[CH2:10]1)#[N:2].[ClH:22]. The catalyst is O1CCOCC1. The product is [ClH:22].[NH:11]1[CH2:12][CH2:13][CH2:14][CH:9]([C:4]2[CH:5]=[CH:6][CH:7]=[CH:8][C:3]=2[C:1]#[N:2])[CH2:10]1. The yield is 1.00.